This data is from Catalyst prediction with 721,799 reactions and 888 catalyst types from USPTO. The task is: Predict which catalyst facilitates the given reaction. Reactant: C(O)(=O)C(O)=[O:3].C([O:15][CH2:16][CH2:17][CH2:18][N:19]1[C:27]2[C:22](=[CH:23][C:24]([CH2:30][C@H:31]([NH:33][CH2:34][CH2:35][O:36][C:37]3[CH:42]=[CH:41][CH:40]=[CH:39][C:38]=3[O:43][CH2:44][C:45]([F:48])([F:47])[F:46])[CH3:32])=[CH:25][C:26]=2[C:28]#[N:29])[CH2:21][CH2:20]1)(=O)C1C=CC=CC=1.[OH-].[K+:50].O. Product: [OH-:3].[K+:50].[OH:15][CH2:16][CH2:17][CH2:18][N:19]1[C:27]2[C:22](=[CH:23][C:24]([CH2:30][C@H:31]([NH:33][CH2:34][CH2:35][O:36][C:37]3[CH:42]=[CH:41][CH:40]=[CH:39][C:38]=3[O:43][CH2:44][C:45]([F:48])([F:46])[F:47])[CH3:32])=[CH:25][C:26]=2[C:28]#[N:29])[CH2:21][CH2:20]1. The catalyst class is: 5.